Dataset: Forward reaction prediction with 1.9M reactions from USPTO patents (1976-2016). Task: Predict the product of the given reaction. (1) The product is: [CH:1]([N:3]1[CH2:8][CH2:7][N:6]([CH2:9][CH2:10][S:12][C:13]2[NH:14][C:15]3[CH:21]=[CH:20][CH:19]=[CH:18][C:16]=3[N:17]=2)[CH2:5][CH2:4]1)=[O:2]. Given the reactants [CH:1]([N:3]1[CH2:8][CH2:7][N:6]([CH2:9][CH2:10]O)[CH2:5][CH2:4]1)=[O:2].[SH:12][C:13]1[NH:14][C:15]2[CH:21]=[CH:20][CH:19]=[CH:18][C:16]=2[N:17]=1.C(N(CC)C(C)C)(C)C.[I-].C(C[P+](C)(C)C)#N, predict the reaction product. (2) Given the reactants [H-].[Na+].[CH2:3]1[CH2:13][C:11](=[O:12])[C:10]2[C:5](=[CH:6][CH:7]=[CH:8][CH:9]=2)[CH2:4]1.Cl.[C:15](=O)([O:18]C)[O:16][CH3:17], predict the reaction product. The product is: [CH3:17][O:16][C:15]([CH:13]1[CH2:3][CH2:4][C:5]2[C:10](=[CH:9][CH:8]=[CH:7][CH:6]=2)[C:11]1=[O:12])=[O:18]. (3) Given the reactants [Br:1][C:2]1[C:7](=[O:8])[N:6]2[CH2:9][CH2:10][CH2:11][NH:12][C:5]2=[N:4][C:3]=1[C:13]1[CH:18]=[CH:17][N:16]=[CH:15][CH:14]=1.[CH2:19]([CH:27]1[CH2:29][O:28]1)[CH2:20][C:21]1[CH:26]=[CH:25][CH:24]=[CH:23][CH:22]=1.[Li+].C[Si]([N-][Si](C)(C)C)(C)C.[NH4+].[Cl-], predict the reaction product. The product is: [Br:1][C:2]1[C:7](=[O:8])[N:6]2[CH2:9][CH2:10][CH2:11][N:12]([CH2:29][CH:27]([OH:28])[CH2:19][CH2:20][C:21]3[CH:26]=[CH:25][CH:24]=[CH:23][CH:22]=3)[C:5]2=[N:4][C:3]=1[C:13]1[CH:14]=[CH:15][N:16]=[CH:17][CH:18]=1. (4) Given the reactants [NH2:1][C:2]1[CH:22]=[CH:21][C:5]([CH2:6][N:7]([CH:15]2[CH2:20][CH2:19][CH2:18][CH2:17][CH2:16]2)[C:8]([C:10]2[O:11][CH:12]=[CH:13][CH:14]=2)=[O:9])=[CH:4][CH:3]=1.C(OC([NH:30][CH2:31][CH2:32][CH2:33][C@H:34]([NH:38][C:39]([O:41][CH2:42][CH:43]1[C:55]2[CH:54]=[CH:53][CH:52]=[CH:51][C:50]=2[C:49]2[C:44]1=[CH:45][CH:46]=[CH:47][CH:48]=2)=[O:40])[C:35](O)=[O:36])=O)(C)(C)C, predict the reaction product. The product is: [CH:45]1[C:44]2[CH:43]([CH2:42][O:41][C:39](=[O:40])[NH:38][C@H:34]([C:35](=[O:36])[NH:1][C:2]3[CH:3]=[CH:4][C:5]([CH2:6][N:7]([CH:15]4[CH2:20][CH2:19][CH2:18][CH2:17][CH2:16]4)[C:8]([C:10]4[O:11][CH:12]=[CH:13][CH:14]=4)=[O:9])=[CH:21][CH:22]=3)[CH2:33][CH2:32][CH2:31][NH2:30])[C:55]3[C:50](=[CH:51][CH:52]=[CH:53][CH:54]=3)[C:49]=2[CH:48]=[CH:47][CH:46]=1.